Dataset: Full USPTO retrosynthesis dataset with 1.9M reactions from patents (1976-2016). Task: Predict the reactants needed to synthesize the given product. (1) Given the product [CH2:26]([O:25][CH2:24][C:12]1[NH:11][C:23]2[C:22]3[N:21]=[CH:20][CH:19]=[CH:18][C:17]=3[N+:16]([O-:36])=[CH:15][C:14]=2[N:13]=1)[CH3:27], predict the reactants needed to synthesize it. The reactants are: [Si](OCC[N:11]1[C:23]2[C:22]3[N:21]=[CH:20][CH:19]=[CH:18][C:17]=3[N:16]=[CH:15][C:14]=2[N:13]=[C:12]1[CH2:24][O:25][CH2:26][CH3:27])(C(C)(C)C)(C)C.ClC1C=CC=C(C(OO)=[O:36])C=1.C([O-])([O-])=O.[Na+].[Na+]. (2) Given the product [CH2:31]([C:5]1[CH:6]=[C:7]([C:10]2[S:14][N:13]=[C:12]([C:15]3[CH:20]=[CH:19][C:18]([CH2:21][CH2:22][C:23]([OH:25])=[O:24])=[CH:17][C:16]=3[CH3:30])[N:11]=2)[CH:8]=[CH:9][C:4]=1[O:3][CH2:1][CH3:2])[CH3:32], predict the reactants needed to synthesize it. The reactants are: [CH2:1]([O:3][C:4]1[CH:9]=[CH:8][C:7]([C:10]2[S:14][N:13]=[C:12]([C:15]3[CH:20]=[CH:19][C:18]([CH2:21][CH2:22][C:23]([O:25]C(C)(C)C)=[O:24])=[CH:17][C:16]=3[CH3:30])[N:11]=2)=[CH:6][C:5]=1[CH:31]=[CH2:32])[CH3:2].[H][H]. (3) Given the product [OH:2][C:3]1[CH:12]=[CH:11][C:10]2[N:9]=[C:8]([NH:13][CH2:14][CH2:15][CH3:16])[C:7]([C:17]3[CH:18]=[CH:19][CH:20]=[CH:21][CH:22]=3)=[N:6][C:5]=2[C:4]=1[C:23]([OH:25])=[O:24], predict the reactants needed to synthesize it. The reactants are: C[O:2][C:3]1[CH:12]=[CH:11][C:10]2[N:9]=[C:8]([NH:13][CH2:14][CH2:15][CH3:16])[C:7]([C:17]3[CH:22]=[CH:21][CH:20]=[CH:19][CH:18]=3)=[N:6][C:5]=2[C:4]=1[C:23]([O:25]C)=[O:24].B(Br)(Br)Br.O. (4) Given the product [NH:12]1[C:4]2[C:5](=[N:6][C:7]([C:8]#[N:9])=[CH:2][CH:3]=2)[CH:10]=[CH:11]1, predict the reactants needed to synthesize it. The reactants are: F[C:2]1[CH:3]=[C:4]2[NH:12][CH:11]=[CH:10][C:5]2=[N:6][C:7]=1[C:8]#[N:9].[H-].[Na+].C[Si](CCOCCl)(C)C. (5) Given the product [C:25]([O:28][CH2:29][N:22]1[N:23]=[N:24][C:20]([C:18]2[CH:17]=[CH:16][N:15]=[C:14]([C:12]3[N:11]=[CH:10][N:9]([CH2:8][C:3]4[CH:4]=[CH:5][CH:6]=[CH:7][C:2]=4[Cl:1])[CH:13]=3)[CH:19]=2)=[N:21]1)(=[O:27])[CH3:26], predict the reactants needed to synthesize it. The reactants are: [Cl:1][C:2]1[CH:7]=[CH:6][CH:5]=[CH:4][C:3]=1[CH2:8][N:9]1[CH:13]=[C:12]([C:14]2[CH:19]=[C:18]([C:20]3[N:21]=[N:22][NH:23][N:24]=3)[CH:17]=[CH:16][N:15]=2)[N:11]=[CH:10]1.[C:25]([O:28][CH2:29]Cl)(=[O:27])[CH3:26].C(=O)([O-])[O-].[K+].[K+]. (6) Given the product [Br:1][C:2]1[CH:8]=[CH:7][C:5]([NH:6][S:14]([CH3:13])(=[O:16])=[O:15])=[CH:4][C:3]=1[C:9]([F:10])([F:11])[F:12], predict the reactants needed to synthesize it. The reactants are: [Br:1][C:2]1[CH:8]=[CH:7][C:5]([NH2:6])=[CH:4][C:3]=1[C:9]([F:12])([F:11])[F:10].[CH3:13][S:14](Cl)(=[O:16])=[O:15]. (7) Given the product [C:1]([C:5]1[O:9][N:8]=[C:7]([C:10]2[CH:25]=[CH:24][C:13]3[O:14][C:15]4[CH:20]=[C:19]([NH2:21])[CH:18]=[CH:17][C:16]=4[C:12]=3[CH:11]=2)[N:6]=1)([CH3:4])([CH3:2])[CH3:3], predict the reactants needed to synthesize it. The reactants are: [C:1]([C:5]1[O:9][N:8]=[C:7]([C:10]2[CH:25]=[CH:24][C:13]3[O:14][C:15]4[CH:20]=[C:19]([N+:21]([O-])=O)[CH:18]=[CH:17][C:16]=4[C:12]=3[CH:11]=2)[N:6]=1)([CH3:4])([CH3:3])[CH3:2]. (8) Given the product [O:20]([C:17]1[CH:18]=[CH:19][C:14]([CH2:13][N:11]2[CH2:12][CH:9]([O:8][C:5]3[N:6]=[CH:7][C:2]([C:33]4[CH:34]=[C:29]([CH:30]=[CH:31][CH:32]=4)[C:27]#[N:28])=[CH:3][CH:4]=3)[CH2:10]2)=[CH:15][CH:16]=1)[C:21]1[CH:26]=[CH:25][CH:24]=[CH:23][CH:22]=1, predict the reactants needed to synthesize it. The reactants are: Br[C:2]1[CH:3]=[CH:4][C:5]([O:8][CH:9]2[CH2:12][N:11]([CH2:13][C:14]3[CH:19]=[CH:18][C:17]([O:20][C:21]4[CH:26]=[CH:25][CH:24]=[CH:23][CH:22]=4)=[CH:16][CH:15]=3)[CH2:10]2)=[N:6][CH:7]=1.[C:27]([C:29]1[CH:30]=[C:31](B(O)O)[CH:32]=[CH:33][CH:34]=1)#[N:28].C([O-])([O-])=O.[Na+].[Na+].COCCOC. (9) Given the product [N:1]1([C:7]2[C:8]3[CH:25]=[C:24]([NH2:26])[CH:23]=[N:22][C:9]=3[N:10]=[C:11]([O:13][CH2:14][CH2:15][N:16]3[CH2:21][CH2:20][O:19][CH2:18][CH2:17]3)[N:12]=2)[CH2:2][CH2:3][O:4][CH2:5][CH2:6]1, predict the reactants needed to synthesize it. The reactants are: [N:1]1([C:7]2[C:8]3[CH:25]=[C:24]([N+:26]([O-])=O)[CH:23]=[N:22][C:9]=3[N:10]=[C:11]([O:13][CH2:14][CH2:15][N:16]3[CH2:21][CH2:20][O:19][CH2:18][CH2:17]3)[N:12]=2)[CH2:6][CH2:5][O:4][CH2:3][CH2:2]1. (10) Given the product [CH3:12][O:13][C:14]1[CH:15]=[C:16]([C:20]2[N:25]3[N:26]=[C:27]([NH:29][C:2]4[CH:3]=[CH:4][C:5]5[N:9]=[N:8][N:7]([CH3:10])[C:6]=5[CH:11]=4)[N:28]=[C:24]3[CH:23]=[CH:22][CH:21]=2)[CH:17]=[CH:18][CH:19]=1, predict the reactants needed to synthesize it. The reactants are: Br[C:2]1[CH:3]=[CH:4][C:5]2[N:9]=[N:8][N:7]([CH3:10])[C:6]=2[CH:11]=1.[CH3:12][O:13][C:14]1[CH:15]=[C:16]([C:20]2[N:25]3[N:26]=[C:27]([NH2:29])[N:28]=[C:24]3[CH:23]=[CH:22][CH:21]=2)[CH:17]=[CH:18][CH:19]=1.C1(P(C2C=CC=CC=2)C2C3OC4C(=CC=CC=4P(C4C=CC=CC=4)C4C=CC=CC=4)C(C)(C)C=3C=CC=2)C=CC=CC=1.C(=O)([O-])[O-].[Cs+].[Cs+].